Dataset: Full USPTO retrosynthesis dataset with 1.9M reactions from patents (1976-2016). Task: Predict the reactants needed to synthesize the given product. Given the product [N:1]1[CH:6]=[CH:5][CH:4]=[CH:3][C:2]=1[C:7]1[S:11][C:10]([C:12]([N:15]=[N+:16]=[N-:17])=[O:13])=[CH:9][CH:8]=1, predict the reactants needed to synthesize it. The reactants are: [N:1]1[CH:6]=[CH:5][CH:4]=[CH:3][C:2]=1[C:7]1[S:11][C:10]([C:12](Cl)=[O:13])=[CH:9][CH:8]=1.[N-:15]=[N+:16]=[N-:17].[Na+].O.